From a dataset of Reaction yield outcomes from USPTO patents with 853,638 reactions. Predict the reaction yield, written as a fraction of the theoretical maximum amount of product (1.0 means a 100% yield; for example, 0.34 means a 34% yield). (1) The reactants are [F:1][C:2]1[CH:7]=[C:6]([F:8])[C:5]([NH:9][C:10](=[O:14])[CH:11]([CH3:13])[CH3:12])=[CH:4][C:3]=1[C:15]1[CH2:16][CH2:17][N:18]([C:21]([O:23][C:24]([CH3:27])([CH3:26])[CH3:25])=[O:22])[CH2:19][CH:20]=1. The catalyst is CCOC(C)=O.CO.[Pd]. The product is [F:1][C:2]1[CH:7]=[C:6]([F:8])[C:5]([NH:9][C:10](=[O:14])[CH:11]([CH3:13])[CH3:12])=[CH:4][C:3]=1[CH:15]1[CH2:16][CH2:17][N:18]([C:21]([O:23][C:24]([CH3:26])([CH3:25])[CH3:27])=[O:22])[CH2:19][CH2:20]1. The yield is 0.850. (2) The catalyst is C(OCC)(=O)C. The reactants are [Br:1][C:2]1[CH:3]=[C:4]([CH:8]=[CH:9][C:10]=1[F:11])[C:5]([OH:7])=[O:6].S(Cl)(Cl)=O.[CH3:16][CH2:17]O. The yield is 0.903. The product is [Br:1][C:2]1[CH:3]=[C:4]([CH:8]=[CH:9][C:10]=1[F:11])[C:5]([O:7][CH2:16][CH3:17])=[O:6]. (3) The reactants are CC(N(C)C)=O.[Br:7][C:8]1[N:9]=[C:10]([S:17][CH3:18])[C:11]2[N:12]([CH:14]=[CH:15][N:16]=2)[CH:13]=1.C1C(=O)N([I:26])C(=O)C1.O. The catalyst is C(OCC)(=O)C. The product is [Br:7][C:8]1[N:9]=[C:10]([S:17][CH3:18])[C:11]2[N:12]([C:14]([I:26])=[CH:15][N:16]=2)[CH:13]=1. The yield is 0.840. (4) The reactants are [CH3:1][O:2][C:3]([CH:5]1[CH2:9][CH:8]([OH:10])[CH:7]=[C:6]1[C:11]([O:13]C)=[O:12])=[O:4].[Li+].[OH-].C1(C)C=CC=CC=1.CO. The catalyst is O1CCOCC1.O. The product is [CH3:1][O:2][C:3]([C:5]1[C@H:6]([C:11]([OH:13])=[O:12])[CH2:7][C@H:8]([OH:10])[CH:9]=1)=[O:4]. The yield is 0.270. (5) The reactants are [NH2:1][C:2]1[NH:3][C:4](=[O:22])[C:5]2[CH:10]=[C:9]([CH2:11][CH2:12][CH2:13][C:14]3[CH:15]=[C:16]([C:19]([OH:21])=O)[S:17][CH:18]=3)[NH:8][C:6]=2[N:7]=1.CN1CCOCC1.ClC1N=C(OC)N=C(OC)N=1.Cl.[CH2:42]([O:44][C:45](=[O:55])[C@H:46]([CH2:48][CH2:49][C:50]([O:52][CH2:53][CH3:54])=[O:51])[NH2:47])[CH3:43]. The catalyst is CN(C=O)C. The product is [CH2:42]([O:44][C:45](=[O:55])[C@@H:46]([NH:47][C:19]([C:16]1[S:17][CH:18]=[C:14]([CH2:13][CH2:12][CH2:11][C:9]2[NH:8][C:6]3[N:7]=[C:2]([NH2:1])[NH:3][C:4](=[O:22])[C:5]=3[CH:10]=2)[CH:15]=1)=[O:21])[CH2:48][CH2:49][C:50]([O:52][CH2:53][CH3:54])=[O:51])[CH3:43]. The yield is 0.870.